This data is from Full USPTO retrosynthesis dataset with 1.9M reactions from patents (1976-2016). The task is: Predict the reactants needed to synthesize the given product. (1) Given the product [F:8][C:9]1[CH:10]=[C:11]([NH:20][C:21]([C@@H:23]2[N:32]([C:33]([C@H:35]3[CH2:36][C@H:37]([CH2:39][C:40]([OH:42])=[O:41])[CH2:38]3)=[O:34])[CH2:31][CH2:30][C:29]3[N:28]=[C:27]([O:47][CH3:48])[CH:26]=[CH:25][C:24]2=3)=[O:22])[CH:12]=[C:13]([F:19])[C:14]=1[Si:15]([CH3:18])([CH3:17])[CH3:16], predict the reactants needed to synthesize it. The reactants are: C(O)(C(F)(F)F)=O.[F:8][C:9]1[CH:10]=[C:11]([NH:20][C:21]([C@@H:23]2[N:32]([C:33]([C@H:35]3[CH2:38][C@H:37]([CH2:39][C:40]([O:42]C(C)(C)C)=[O:41])[CH2:36]3)=[O:34])[CH2:31][CH2:30][C:29]3[N:28]=[C:27]([O:47][CH3:48])[CH:26]=[CH:25][C:24]2=3)=[O:22])[CH:12]=[C:13]([F:19])[C:14]=1[Si:15]([CH3:18])([CH3:17])[CH3:16].C(=O)([O-])O.[Na+]. (2) The reactants are: [CH3:1][C:2]1([CH3:11])[S:7][CH2:6][CH2:5][NH:4][C@H:3]1[C:8]([OH:10])=[O:9].[CH:12]1[C:21]2[C:16](=[CH:17][CH:18]=[CH:19][CH:20]=2)[CH:15]=[CH:14][C:13]=1[S:22](Cl)(=[O:24])=[O:23]. Given the product [CH3:1][C:2]1([CH3:11])[S:7][CH2:6][CH2:5][N:4]([S:22]([C:13]2[CH:14]=[CH:15][C:16]3[C:21](=[CH:20][CH:19]=[CH:18][CH:17]=3)[CH:12]=2)(=[O:24])=[O:23])[CH:3]1[C:8]([OH:10])=[O:9], predict the reactants needed to synthesize it. (3) Given the product [Cl:17][C:18]1[CH:19]=[C:20]([CH2:25][S:26]([NH:1][C:2]2[CH:3]=[C:4]3[C:8](=[CH:9][CH:10]=2)[N:7]([CH2:11][CH2:12][CH3:13])[C:6](=[O:14])[C:5]23[CH2:16][CH2:15]2)(=[O:28])=[O:27])[CH:21]=[CH:22][C:23]=1[Cl:24], predict the reactants needed to synthesize it. The reactants are: [NH2:1][C:2]1[CH:3]=[C:4]2[C:8](=[CH:9][CH:10]=1)[N:7]([CH2:11][CH2:12][CH3:13])[C:6](=[O:14])[C:5]12[CH2:16][CH2:15]1.[Cl:17][C:18]1[CH:19]=[C:20]([CH2:25][S:26](Cl)(=[O:28])=[O:27])[CH:21]=[CH:22][C:23]=1[Cl:24].N1C=CC=CC=1.CS(C)=O. (4) Given the product [F:36][CH:2]([F:1])[CH2:3][NH:4][C:21]1[CH:22]=[N:23][CH:24]=[CH:25][C:26]=1[C:27]1[CH:32]=[CH:31][CH:30]=[CH:29][C:28]=1[CH3:37], predict the reactants needed to synthesize it. The reactants are: [F:1][CH:2]([F:36])[CH2:3][N:4]([C:21]1[CH:22]=[N:23][CH:24]=[CH:25][C:26]=1[C:27]1[CH:32]=[CH:31][C:30](F)=[CH:29][C:28]=1OC)C(=O)C1C=C(C(F)(F)F)N=C(C(F)(F)F)C=1.[CH3:37]C1C=CC=CC=1B(O)O. (5) Given the product [C:1]([O:5][C:6](=[O:22])[CH2:7][C:8]1([C:13]2[CH:18]=[CH:17][C:16]([NH2:19])=[CH:15][CH:14]=2)[CH2:12][CH2:11][CH2:10][CH2:9]1)([CH3:4])([CH3:2])[CH3:3], predict the reactants needed to synthesize it. The reactants are: [C:1]([O:5][C:6](=[O:22])[CH2:7][C:8]1([C:13]2[CH:18]=[CH:17][C:16]([N+:19]([O-])=O)=[CH:15][CH:14]=2)[CH2:12][CH2:11][CH2:10][CH2:9]1)([CH3:4])([CH3:3])[CH3:2].O.[Cl-].[NH4+].